From a dataset of Forward reaction prediction with 1.9M reactions from USPTO patents (1976-2016). Predict the product of the given reaction. (1) Given the reactants [C:1]([C@@H:9]1[CH2:13][CH:12]([CH2:14][C:15]2[CH:20]=[CH:19][C:18]([C:21]3[CH:26]=[CH:25][CH:24]=[CH:23][CH:22]=3)=[CH:17][CH:16]=2)[N:11](/[CH:27]=[CH:28]/[C:29]2[CH:34]=[CH:33][CH:32]=[CH:31][CH:30]=2)[C:10]1=[O:35])(=O)C1C=CC=CC=1.CCN(C(C)C)C(C)C.[Li+].[Cl-].C=O, predict the reaction product. The product is: [C:18]1([C:21]2[CH:22]=[CH:23][CH:24]=[CH:25][CH:26]=2)[CH:17]=[CH:16][C:15]([CH2:14][C@H:12]2[N:11](/[CH:27]=[CH:28]/[C:29]3[CH:30]=[CH:31][CH:32]=[CH:33][CH:34]=3)[C:10](=[O:35])[C:9](=[CH2:1])[CH2:13]2)=[CH:20][CH:19]=1. (2) Given the reactants [CH2:1]1[O:9][C:8]2[CH:7]=[CH:6][C:5]([NH:10][CH:11]3[CH2:16][CH2:15][N:14]([CH2:17][C:18]4[CH:23]=[CH:22][N:21]=[C:20]([C:24]5[CH:29]=[C:28]([O:30][CH3:31])[C:27]([O:32][CH3:33])=[C:26]([O:34][CH3:35])[CH:25]=5)[CH:19]=4)[CH2:13][CH2:12]3)=[CH:4][C:3]=2[O:2]1.[Cl:36][CH2:37][C:38]1[C:39]([C:44]2[CH:49]=[C:48]([O:50][CH3:51])[C:47]([O:52][CH3:53])=[C:46]([O:54][CH3:55])[CH:45]=2)=[N:40][CH:41]=[CH:42][CH:43]=1, predict the reaction product. The product is: [ClH:36].[ClH:36].[ClH:36].[CH2:1]1[O:9][C:8]2[CH:7]=[CH:6][C:5]([N:10]([CH:11]3[CH2:16][CH2:15][N:14]([CH2:17][C:18]4[CH:23]=[CH:22][N:21]=[C:20]([C:24]5[CH:25]=[C:26]([O:34][CH3:35])[C:27]([O:32][CH3:33])=[C:28]([O:30][CH3:31])[CH:29]=5)[CH:19]=4)[CH2:13][CH2:12]3)[CH2:37][C:38]3[C:39]([C:44]4[CH:49]=[C:48]([O:50][CH3:51])[C:47]([O:52][CH3:53])=[C:46]([O:54][CH3:55])[CH:45]=4)=[N:40][CH:41]=[CH:42][CH:43]=3)=[CH:4][C:3]=2[O:2]1. (3) Given the reactants [N:1]1[CH:6]=[CH:5][CH:4]=[C:3]([C:7]([NH:9][NH:10][C:11](=[O:20])[C:12]2[CH:17]=[CH:16][CH:15]=[C:14]([C:18]#[N:19])[CH:13]=2)=O)[CH:2]=1.N1C=CC=CC=1.FC(F)(F)S(OS(C(F)(F)F)(=O)=O)(=O)=O.C(=O)(O)[O-].[Na+], predict the reaction product. The product is: [N:1]1[CH:6]=[CH:5][CH:4]=[C:3]([C:7]2[O:20][C:11]([C:12]3[CH:13]=[C:14]([CH:15]=[CH:16][CH:17]=3)[C:18]#[N:19])=[N:10][N:9]=2)[CH:2]=1. (4) The product is: [F:1][C:2]([F:14])([F:15])[C:3]1[CH:4]=[C:5]([CH:9]([CH3:13])[CH2:10][CH:11]=[O:12])[CH:6]=[CH:7][CH:8]=1. Given the reactants [F:1][C:2]([F:15])([F:14])[C:3]1[CH:4]=[C:5]([CH:9]([CH3:13])[CH2:10][CH2:11][OH:12])[CH:6]=[CH:7][CH:8]=1.CC(OI1(OC(C)=O)(OC(C)=O)OC(=O)C2C=CC=CC1=2)=O, predict the reaction product.